Predict which catalyst facilitates the given reaction. From a dataset of Catalyst prediction with 721,799 reactions and 888 catalyst types from USPTO. (1) Reactant: [Br:1][CH2:2][CH2:3][CH2:4][CH2:5][C:6]1([C:19]([OH:21])=O)[C:18]2[CH:17]=[CH:16][CH:15]=[CH:14][C:13]=2[C:12]2[C:7]1=[CH:8][CH:9]=[CH:10][CH:11]=2.C(Cl)(=O)C([Cl:25])=O. Product: [Br:1][CH2:2][CH2:3][CH2:4][CH2:5][C:6]1([C:19]([Cl:25])=[O:21])[C:18]2[CH:17]=[CH:16][CH:15]=[CH:14][C:13]=2[C:12]2[C:7]1=[CH:8][CH:9]=[CH:10][CH:11]=2. The catalyst class is: 120. (2) Reactant: [CH3:1][S:2]([C:5]1[CH:10]=[CH:9][C:8]([C:11]2[N:16]=[N:15][C:14]([CH2:17][NH:18][CH:19]3[CH2:24][CH2:23][N:22]([C:25]([O:27][C:28]([CH3:31])([CH3:30])[CH3:29])=[O:26])[CH2:21][CH2:20]3)=[CH:13][CH:12]=2)=[CH:7][CH:6]=1)(=[O:4])=[O:3].[BH-](OC(C)=O)(OC(C)=O)O[C:34](C)=O.[Na+].C=O. Product: [CH3:34][N:18]([CH2:17][C:14]1[N:15]=[N:16][C:11]([C:8]2[CH:9]=[CH:10][C:5]([S:2]([CH3:1])(=[O:3])=[O:4])=[CH:6][CH:7]=2)=[CH:12][CH:13]=1)[CH:19]1[CH2:24][CH2:23][N:22]([C:25]([O:27][C:28]([CH3:31])([CH3:30])[CH3:29])=[O:26])[CH2:21][CH2:20]1. The catalyst class is: 5. (3) Reactant: Cl[C:2]1[CH:10]=[CH:9][CH:8]=[C:7]2[C:3]=1[CH:4]=[CH:5][N:6]2[CH3:11].C([O:15][C:16]([CH3:18])=[CH2:17])(=O)C.C[O-].C([Sn+](CCCC)CCCC)CCC.C1(P(C2CCCCC2)C2C=CC=CC=2C2C=CC=CC=2N(C)C)CCCCC1. Product: [CH3:11][N:6]1[C:7]2[C:3](=[C:2]([CH2:17][C:16]([CH3:18])=[O:15])[CH:10]=[CH:9][CH:8]=2)[CH:4]=[CH:5]1. The catalyst class is: 11.